This data is from Catalyst prediction with 721,799 reactions and 888 catalyst types from USPTO. The task is: Predict which catalyst facilitates the given reaction. (1) Reactant: [CH:1]1([C:4]([N:6]([CH2:9][C:10]2[CH:15]=[C:14]([C:16]3[CH:17]=[N:18][C:19]([O:22][CH2:23][CH3:24])=[CH:20][CH:21]=3)[CH:13]=[CH:12][C:11]=2[C:25]2[C:30]([O:31][CH3:32])=[CH:29][CH:28]=[C:27]([CH2:33][C:34]([OH:36])=[O:35])[CH:26]=2)[CH2:7][CH3:8])=[O:5])[CH2:3][CH2:2]1.[OH-].[Na+:38]. Product: [Na+:38].[CH:1]1([C:4]([N:6]([CH2:9][C:10]2[CH:15]=[C:14]([C:16]3[CH:17]=[N:18][C:19]([O:22][CH2:23][CH3:24])=[CH:20][CH:21]=3)[CH:13]=[CH:12][C:11]=2[C:25]2[C:30]([O:31][CH3:32])=[CH:29][CH:28]=[C:27]([CH2:33][C:34]([O-:36])=[O:35])[CH:26]=2)[CH2:7][CH3:8])=[O:5])[CH2:2][CH2:3]1. The catalyst class is: 8. (2) The catalyst class is: 38. Product: [C:11]([C:8]1[N:6]2[N:7]=[C:2]([C:23]3[CH:24]=[CH:25][C:20]([CH2:19][N:16]4[CH2:17][CH2:18][O:13][CH2:14][CH2:15]4)=[CH:21][CH:22]=3)[CH:3]=[CH:4][C:5]2=[N:10][CH:9]=1)#[CH:12]. Reactant: Cl[C:2]1[CH:3]=[CH:4][C:5]2[N:6]([C:8]([C:11]#[CH:12])=[CH:9][N:10]=2)[N:7]=1.[O:13]1[CH2:18][CH2:17][N:16]([CH2:19][C:20]2[CH:25]=[CH:24][C:23](B(O)O)=[CH:22][CH:21]=2)[CH2:15][CH2:14]1.C(=O)([O-])[O-].[Na+].[Na+]. (3) Reactant: [CH2:1]([N:8]1[C:16]2[C:15](=[O:17])[NH:14][C:13](=[O:18])[NH:12][C:11]=2[N:10]=[C:9]1[O:19][C:20]1[CH:25]=[CH:24][CH:23]=[C:22]([O:26][C:27]([F:30])([F:29])[F:28])[CH:21]=1)[C:2]1[CH:7]=[CH:6][CH:5]=[CH:4][CH:3]=1.I[CH2:32][CH3:33].C(=O)([O-])[O-].[K+].[K+]. Product: [CH2:1]([N:8]1[C:16]2[C:15](=[O:17])[NH:14][C:13](=[O:18])[N:12]([CH2:32][CH3:33])[C:11]=2[N:10]=[C:9]1[O:19][C:20]1[CH:25]=[CH:24][CH:23]=[C:22]([O:26][C:27]([F:30])([F:28])[F:29])[CH:21]=1)[C:2]1[CH:7]=[CH:6][CH:5]=[CH:4][CH:3]=1. The catalyst class is: 3. (4) Reactant: [NH2:1][C:2]1[CH:7]=[CH:6][C:5]([C:8]2[CH:16]=[CH:15][CH:14]=[C:13]3[C:9]=2[CH2:10][NH:11][C:12]3=[O:17])=[CH:4][CH:3]=1.[OH-].[Na+].[C:20](Cl)(OCC(Cl)(Cl)Cl)=[O:21].[NH2:29][C:30]1[NH:34][N:33]=[C:32]([C:35]([CH3:38])([CH3:37])[CH3:36])[CH:31]=1.CCN(C(C)C)C(C)C. Product: [C:35]([C:32]1[CH:31]=[C:30]([NH:29][C:20]([NH:1][C:2]2[CH:3]=[CH:4][C:5]([C:8]3[CH:16]=[CH:15][CH:14]=[C:13]4[C:9]=3[CH2:10][NH:11][C:12]4=[O:17])=[CH:6][CH:7]=2)=[O:21])[NH:34][N:33]=1)([CH3:38])([CH3:37])[CH3:36]. The catalyst class is: 161. (5) Reactant: [C:1](O[C:1](=[O:5])/[CH:2]=[CH:3]/[CH3:4])(=[O:5])/[CH:2]=[CH:3]/[CH3:4].[NH2:12][C:13]1[N:18]=[CH:17][C:16](/[CH:19]=[CH:20]/[C:21]([N:23]([CH3:35])[CH2:24][C:25]2[N:26]([CH3:34])[C:27]3[C:32]([CH:33]=2)=[CH:31][CH:30]=[CH:29][CH:28]=3)=[O:22])=[CH:15][CH:14]=1.C(=O)(O)[O-].[Na+]. Product: [C:1]([NH:12][C:13]1[N:18]=[CH:17][C:16](/[CH:19]=[CH:20]/[C:21]([N:23]([CH3:35])[CH2:24][C:25]2[N:26]([CH3:34])[C:27]3[C:32]([CH:33]=2)=[CH:31][CH:30]=[CH:29][CH:28]=3)=[O:22])=[CH:15][CH:14]=1)(=[O:5])/[CH:2]=[CH:3]/[CH3:4]. The catalyst class is: 1. (6) Reactant: Br.Br[CH2:3][C:4]([C:6]1[CH:11]=[CH:10][N:9]=[CH:8][CH:7]=1)=O.[CH2:12]([O:14][C:15](=[O:25])[CH2:16][C:17](=O)[C:18]1[CH:23]=[CH:22][CH:21]=[CH:20][CH:19]=1)[CH3:13].[H-].[Na+].C([O-])(=O)C.[NH4+:32]. Product: [CH2:12]([O:14][C:15]([C:16]1[CH:3]=[C:4]([C:6]2[CH:11]=[CH:10][N:9]=[CH:8][CH:7]=2)[NH:32][C:17]=1[C:18]1[CH:23]=[CH:22][CH:21]=[CH:20][CH:19]=1)=[O:25])[CH3:13]. The catalyst class is: 1. (7) Reactant: C([SiH](CC)CC)C.FC(F)(F)S(O[Si](C)(C)C)(=O)=O.[F:20][C:21]1[CH:26]=[CH:25][C:24]([CH:27]2[CH2:32][O:31][C@@H:30](O)[CH:29]3[CH2:34][CH2:35][CH2:36][C:37](=[O:38])[N:28]23)=[CH:23][CH:22]=1.O. Product: [F:20][C:21]1[CH:22]=[CH:23][C:24]([C@@H:27]2[CH2:32][O:31][CH:30]=[C:29]3[CH2:34][CH2:35][CH2:36][C:37](=[O:38])[N:28]23)=[CH:25][CH:26]=1. The catalyst class is: 96. (8) Reactant: [CH3:1][C:2]([NH2:6])([CH3:5])[CH2:3][NH2:4].[C:7]([O:11][C:12](O[C:12]([O:11][C:7]([CH3:10])([CH3:9])[CH3:8])=[O:13])=[O:13])([CH3:10])([CH3:9])[CH3:8]. Product: [NH2:6][C:2]([CH3:5])([CH3:1])[CH2:3][NH:4][C:12](=[O:13])[O:11][C:7]([CH3:10])([CH3:9])[CH3:8]. The catalyst class is: 2.